Dataset: Forward reaction prediction with 1.9M reactions from USPTO patents (1976-2016). Task: Predict the product of the given reaction. (1) Given the reactants [NH2:1][C:2]1[CH:16]=[C:15]([O:17][CH3:18])[C:14]([O:19][CH2:20][C:21]2[CH:26]=[CH:25][CH:24]=[CH:23][CH:22]=2)=[CH:13][C:3]=1[C:4]([N:6]1[CH2:10][CH2:9][CH2:8][CH:7]1[CH2:11][OH:12])=[O:5].[C:27](O[C:27]([O:29][C:30]([CH3:33])([CH3:32])[CH3:31])=[O:28])([O:29][C:30]([CH3:33])([CH3:32])[CH3:31])=[O:28].CCOC(C)=O.CCCCCC, predict the reaction product. The product is: [CH2:20]([O:19][C:14]1[C:15]([O:17][CH3:18])=[CH:16][C:2]([NH:1][C:27]([O:29][C:30]([CH3:33])([CH3:32])[CH3:31])=[O:28])=[C:3]([CH:13]=1)[C:4]([N:6]1[CH2:10][CH2:9][CH2:8][CH:7]1[CH2:11][OH:12])=[O:5])[C:21]1[CH:26]=[CH:25][CH:24]=[CH:23][CH:22]=1. (2) Given the reactants [Cl:1][C:2]1[CH:3]=[C:4]([C@@H:9]([O:23][C:24](=[O:42])[NH:25][C:26]2[CH:27]=[C:28]3[C:32](=[CH:33][CH:34]=2)[N:31](C(OC(C)(C)C)=O)[N:30]=[CH:29]3)[C@@H:10]2[CH2:15][CH2:14][CH2:13][CH2:12][N:11]2C(OC(C)(C)C)=O)[CH:5]=[C:6]([F:8])[CH:7]=1.Cl, predict the reaction product. The product is: [NH:31]1[C:32]2[C:28](=[CH:27][C:26]([NH:25][C:24](=[O:42])[O:23][C@H:9]([C:4]3[CH:5]=[C:6]([F:8])[CH:7]=[C:2]([Cl:1])[CH:3]=3)[C@@H:10]3[CH2:15][CH2:14][CH2:13][CH2:12][NH:11]3)=[CH:34][CH:33]=2)[CH:29]=[N:30]1. (3) Given the reactants [Br:1][C:2]1[CH:7]=[CH:6][C:5]([C:8]2[O:9][CH2:10][CH2:11][N:12]=2)=[C:4]([CH3:13])[CH:3]=1.[Br:14]N1C(=O)CCC1=O, predict the reaction product. The product is: [Br:1][C:2]1[CH:7]=[CH:6][C:5]([C:8]2[O:9][C:10]([Br:14])=[CH:11][N:12]=2)=[C:4]([CH3:13])[CH:3]=1. (4) Given the reactants NC1C=CC(OC2C=C3C(=CC=2)OC(C2C=CC=CC=2)CC3)=NC=1.[N+:25]([C:28]1[CH:29]=[CH:30][C:31]([O:34][C:35]2[CH:36]=[C:37]3[C:42](=[CH:43][CH:44]=2)[O:41][CH:40]([C:45]2[CH:50]=[CH:49][CH:48]=[CH:47][C:46]=2[N+:51]([O-])=O)[CH2:39][CH2:38]3)=[N:32][CH:33]=1)([O-])=O, predict the reaction product. The product is: [NH2:51][C:46]1[CH:47]=[CH:48][CH:49]=[CH:50][C:45]=1[CH:40]1[CH2:39][CH2:38][C:37]2[C:42](=[CH:43][CH:44]=[C:35]([O:34][C:31]3[N:32]=[CH:33][C:28]([NH2:25])=[CH:29][CH:30]=3)[CH:36]=2)[O:41]1. (5) Given the reactants [NH2:1][CH2:2][C@@H:3]1[CH2:6][C@H:5]([N:7]2[C:11]3[N:12]=[CH:13][N:14]=[C:15]([NH2:16])[C:10]=3[C:9]([C:17]3[CH:22]=[CH:21][CH:20]=[C:19]([O:23][CH2:24][C:25]4[CH:30]=[CH:29][CH:28]=[CH:27][CH:26]=4)[CH:18]=3)=[CH:8]2)[CH2:4]1.[CH2:31]([N:35]=[C:36]=[O:37])[CH2:32][CH2:33][CH3:34], predict the reaction product. The product is: [NH2:16][C:15]1[C:10]2[C:9]([C:17]3[CH:22]=[CH:21][CH:20]=[C:19]([O:23][CH2:24][C:25]4[CH:30]=[CH:29][CH:28]=[CH:27][CH:26]=4)[CH:18]=3)=[CH:8][N:7]([C@@H:5]3[CH2:4][C@H:3]([CH2:2][NH:1][C:36]([NH:35][CH2:31][CH2:32][CH2:33][CH3:34])=[O:37])[CH2:6]3)[C:11]=2[N:12]=[CH:13][N:14]=1.